This data is from Catalyst prediction with 721,799 reactions and 888 catalyst types from USPTO. The task is: Predict which catalyst facilitates the given reaction. Reactant: [CH3:1][O:2][C:3]1[CH:8]=[CH:7][C:6]([C:9]2[CH:10]=[C:11]([CH:30]3[CH2:35][CH2:34][N:33]([C:36](=[O:40])[N:37]([OH:39])[CH3:38])[CH2:32][CH2:31]3)[N:12]([CH2:22][C:23]([O:25]C(C)(C)C)=[O:24])[C:13]=2[C:14]2[CH:19]=[CH:18][C:17]([O:20][CH3:21])=[CH:16][CH:15]=2)=[CH:5][CH:4]=1.N1C(C)=CC=CC=1C.O([Si](C)(C)C)S(C(F)(F)F)(=O)=O.Cl. Product: [CH3:1][O:2][C:3]1[CH:8]=[CH:7][C:6]([C:9]2[CH:10]=[C:11]([CH:30]3[CH2:35][CH2:34][N:33]([C:36](=[O:40])[N:37]([OH:39])[CH3:38])[CH2:32][CH2:31]3)[N:12]([CH2:22][C:23]([OH:25])=[O:24])[C:13]=2[C:14]2[CH:15]=[CH:16][C:17]([O:20][CH3:21])=[CH:18][CH:19]=2)=[CH:5][CH:4]=1. The catalyst class is: 4.